From a dataset of Peptide-MHC class II binding affinity with 134,281 pairs from IEDB. Regression. Given a peptide amino acid sequence and an MHC pseudo amino acid sequence, predict their binding affinity value. This is MHC class II binding data. The peptide sequence is AAFTSSSKAATAKAP. The MHC is DRB1_1101 with pseudo-sequence DRB1_1101. The binding affinity (normalized) is 0.754.